From a dataset of Kir2.1 potassium channel HTS with 301,493 compounds. Binary Classification. Given a drug SMILES string, predict its activity (active/inactive) in a high-throughput screening assay against a specified biological target. (1) The molecule is O=C(NC1CCC(CC1)C)c1ccc(N2CCCC2=O)cc1. The result is 0 (inactive). (2) The molecule is O(Cc1c(OC)ccc(c1)C(=O)C)C(=O)CNC(=O)c1cc(cc(c1)C)C. The result is 0 (inactive). (3) The drug is O(c1cc(NC(=O)c2ccncc2)ccc1)C. The result is 0 (inactive).